From a dataset of Full USPTO retrosynthesis dataset with 1.9M reactions from patents (1976-2016). Predict the reactants needed to synthesize the given product. (1) Given the product [Cl:1][C:2]1[CH:3]=[C:4]([NH:19][C:20]2[C:21]3[N:28]([CH2:29][CH2:30][O:31][CH2:32][CH2:33][NH:34][C:35](=[O:44])[CH3:36])[CH:27]=[CH:26][C:22]=3[N:23]=[CH:24][N:25]=2)[CH:5]=[CH:6][C:7]=1[O:8][C:9]1[CH:14]=[CH:13][CH:12]=[C:11]([C:15]([F:18])([F:16])[F:17])[CH:10]=1, predict the reactants needed to synthesize it. The reactants are: [Cl:1][C:2]1[CH:3]=[C:4]([NH:19][C:20]2[C:21]3[N:28]([CH2:29][CH2:30][O:31][CH2:32][CH2:33][N:34]4C(=O)C5[C:36](=CC=CC=5)[C:35]4=[O:44])[CH:27]=[CH:26][C:22]=3[N:23]=[CH:24][N:25]=2)[CH:5]=[CH:6][C:7]=1[O:8][C:9]1[CH:14]=[CH:13][CH:12]=[C:11]([C:15]([F:18])([F:17])[F:16])[CH:10]=1.O.NN.C(=O)([O-])O.[Na+]. (2) Given the product [CH2:23]([C:26]([C:13]1[CH:14]=[CH:15][C:10]([C:8]2[NH:7][C:6]3[CH:19]=[C:20]([C:21]#[N:22])[C:3]([C:1]#[N:2])=[CH:4][C:5]=3[N:9]=2)=[CH:11][CH:12]=1)([CH2:30][CH:31]=[CH2:32])[CH2:27][CH:28]=[CH2:29])[CH:24]=[CH2:25], predict the reactants needed to synthesize it. The reactants are: [C:1]([C:3]1[C:20]([C:21]#[N:22])=[CH:19][C:6]2[N:7](CCC)[C:8]([C:10]3[CH:15]=[CH:14][CH:13]=[CH:12][CH:11]=3)=[N:9][C:5]=2[CH:4]=1)#[N:2].[CH2:23]([C:26](C1C=CC(C=O)=CC=1)([CH2:30][CH:31]=[CH2:32])[CH2:27][CH:28]=[CH2:29])[CH:24]=[CH2:25]. (3) The reactants are: NOS(O)(=O)=O.C([O-])(=O)C.[Na+].[C:12]([O:16][C:17](=[O:42])[NH:18][CH2:19][C@@H:20]1[O:24][C:23](=[O:25])[N:22]([C:26]2[CH:27]=[CH:28][C:29]3[C:35](=[O:36])[C:34](=[CH:37][N:38](C)C)[CH2:33][CH2:32][CH2:31][C:30]=3[CH:41]=2)[CH2:21]1)([CH3:15])([CH3:14])[CH3:13]. Given the product [C:12]([O:16][C:17](=[O:42])[NH:18][CH2:19][C@@H:20]1[O:24][C:23](=[O:25])[N:22]([C:26]2[CH:27]=[CH:28][C:29]3[C:35]4[O:36][N:38]=[CH:37][C:34]=4[CH2:33][CH2:32][CH2:31][C:30]=3[CH:41]=2)[CH2:21]1)([CH3:15])([CH3:14])[CH3:13], predict the reactants needed to synthesize it. (4) Given the product [CH3:32][C:29]1[CH:30]=[CH:31][C:26]([S:23]([N:22]2[CH2:21][CH2:20][N:1]([C@H:2]3[C:10]4[C:5](=[CH:6][CH:7]=[CH:8][CH:9]=4)[CH2:4][C@H:3]3[OH:11])[CH2:34][CH2:33]2)(=[O:25])=[O:24])=[CH:27][CH:28]=1, predict the reactants needed to synthesize it. The reactants are: [NH2:1][C@H:2]1[C:10]2[C:5](=[CH:6][CH:7]=[CH:8][CH:9]=2)[CH2:4][C@H:3]1[OH:11].C(N(CC)CC)C.Cl[CH2:20][CH2:21][N:22]([CH2:33][CH2:34]Cl)[S:23]([C:26]1[CH:31]=[CH:30][C:29]([CH3:32])=[CH:28][CH:27]=1)(=[O:25])=[O:24]. (5) Given the product [Br:1][C:2]1[N:7]=[C:6]([C:8]([Cl:13])=[O:10])[CH:5]=[CH:4][CH:3]=1, predict the reactants needed to synthesize it. The reactants are: [Br:1][C:2]1[N:7]=[C:6]([C:8]([OH:10])=O)[CH:5]=[CH:4][CH:3]=1.O=S(Cl)[Cl:13].